This data is from Catalyst prediction with 721,799 reactions and 888 catalyst types from USPTO. The task is: Predict which catalyst facilitates the given reaction. (1) Reactant: C([Sn](CCCC)(CCCC)[C:6]1[CH:15]=[CH:14][C:13]2[C:8](=[CH:9][CH:10]=[C:11]([Sn](CCCC)(CCCC)CCCC)[CH:12]=2)[CH:7]=1)CCC.Br[C:38]1[CH:56]=[CH:55][CH:54]=[CH:53][C:39]=1[NH:40][CH2:41][CH2:42][CH2:43][CH2:44][CH2:45][CH2:46][CH2:47][CH2:48][CH2:49][CH2:50][CH2:51][CH3:52].[F-].[Cs+]. Product: [CH:12]1[C:13]2[C:8](=[CH:7][C:6]([C:38]3[CH:56]=[CH:55][CH:54]=[CH:53][C:39]=3[NH:40][CH2:41][CH2:42][CH2:43][CH2:44][CH2:45][CH2:46][CH2:47][CH2:48][CH2:49][CH2:50][CH2:51][CH3:52])=[CH:15][CH:14]=2)[CH:9]=[CH:10][C:11]=1[C:38]1[CH:56]=[CH:55][CH:54]=[CH:53][C:39]=1[NH:40][CH2:41][CH2:42][CH2:43][CH2:44][CH2:45][CH2:46][CH2:47][CH2:48][CH2:49][CH2:50][CH2:51][CH3:52]. The catalyst class is: 441. (2) Product: [N+:1]([C:4]1[CH:5]=[CH:6][C:7]([CH2:8][C:9]2[C:17]3[C:12](=[CH:13][CH:14]=[CH:15][CH:16]=3)[N:11]([CH2:21][C:22]([O:24][CH2:25][CH3:26])=[O:23])[N:10]=2)=[CH:18][CH:19]=1)([O-:3])=[O:2]. Reactant: [N+:1]([C:4]1[CH:19]=[CH:18][C:7]([CH2:8][C:9]2[C:17]3[C:12](=[CH:13][CH:14]=[CH:15][CH:16]=3)[NH:11][N:10]=2)=[CH:6][CH:5]=1)([O-:3])=[O:2].Br[CH2:21][C:22]([O:24][CH2:25][CH3:26])=[O:23].C(=O)([O-])[O-].[Cs+].[Cs+]. The catalyst class is: 3. (3) Reactant: [CH2:1]([O:8][C:9]([N:11]1[CH2:15][CH2:14][C:13](=[O:16])[CH2:12]1)=[O:10])[C:2]1[CH:7]=[CH:6][CH:5]=[CH:4][CH:3]=1.[C-:17]#[N:18].[K+].C1OCCOCCOCCOCCOCCOC1.[Si:38](C#N)([CH3:41])([CH3:40])[CH3:39].C([O-])(O)=O.[Na+]. Product: [CH2:1]([O:8][C:9]([N:11]1[CH2:15][CH2:14][C:13]([C:17]#[N:18])([O:16][Si:38]([CH3:41])([CH3:40])[CH3:39])[CH2:12]1)=[O:10])[C:2]1[CH:7]=[CH:6][CH:5]=[CH:4][CH:3]=1. The catalyst class is: 4. (4) Reactant: Br[C:2]1[CH:11]=[CH:10][C:9]([O:12][CH3:13])=[C:8]2[C:3]=1[CH:4]=[CH:5][C:6]([CH3:14])=[N:7]2.C([Li])CCC.CCCCCC.[C:26]1(=[O:32])[O:31][C:29](=[O:30])[CH2:28][CH2:27]1.[Cl-].[NH4+].[OH-].[Na+].Cl. Product: [CH3:13][O:12][C:9]1[CH:10]=[CH:11][C:2]([C:26](=[O:32])[CH2:27][CH2:28][C:29]([OH:31])=[O:30])=[C:3]2[C:8]=1[N:7]=[C:6]([CH3:14])[CH:5]=[CH:4]2. The catalyst class is: 1. (5) Reactant: C1C=CC(P(C2C=CC=CC=2)C2C=CC=CC=2)=CC=1.O[CH2:21][CH2:22][CH2:23][CH:24]1[CH2:29][CH2:28][N:27]([C:30]([O:32][CH:33]([CH3:35])[CH3:34])=[O:31])[CH2:26][CH2:25]1.C(Br)(Br)(Br)[Br:37]. Product: [Br:37][CH2:21][CH2:22][CH2:23][CH:24]1[CH2:29][CH2:28][N:27]([C:30]([O:32][CH:33]([CH3:35])[CH3:34])=[O:31])[CH2:26][CH2:25]1. The catalyst class is: 2. (6) Reactant: C(O)C.[Br:4][C:5]1[CH:6]=[C:7]([C:12](=O)[CH3:13])[CH:8]=[CH:9][C:10]=1[F:11].Cl.[NH2:16][OH:17]. Product: [Br:4][C:5]1[CH:6]=[C:7]([C:12](=[N:16][OH:17])[CH3:13])[CH:8]=[CH:9][C:10]=1[F:11]. The catalyst class is: 17. (7) Reactant: [Cl:1][C:2]1[C:10]2[C:9]3[CH:11]=[C:12]([C:16]#[N:17])[N+:13]([O-])=[CH:14][C:8]=3[N:7]([CH2:18][O:19][CH2:20][CH2:21][Si:22]([CH3:25])([CH3:24])[CH3:23])[C:6]=2[N:5]=[CH:4][CH:3]=1.P(Cl)(Cl)Cl. Product: [Cl:1][C:2]1[C:10]2[C:9]3[CH:11]=[C:12]([C:16]#[N:17])[N:13]=[CH:14][C:8]=3[N:7]([CH2:18][O:19][CH2:20][CH2:21][Si:22]([CH3:25])([CH3:24])[CH3:23])[C:6]=2[N:5]=[CH:4][CH:3]=1. The catalyst class is: 4. (8) Reactant: [CH:1]([O:4][C:5]1[CH:10]=[C:9]([O:11][C:12]2[CH:17]=[CH:16][C:15]([C:18]([F:21])([F:20])[F:19])=[CH:14][N:13]=2)[CH:8]=[CH:7][C:6]=1[CH2:22][CH2:23][C:24](OC)=[O:25])([CH3:3])[CH3:2].[H-].[Al+3].[Li+].[H-].[H-].[H-].O.O.O.O.O.O.O.O.O.O.S([O-])([O-])(=O)=O.[Na+].[Na+]. Product: [CH:1]([O:4][C:5]1[CH:10]=[C:9]([O:11][C:12]2[CH:17]=[CH:16][C:15]([C:18]([F:19])([F:20])[F:21])=[CH:14][N:13]=2)[CH:8]=[CH:7][C:6]=1[CH2:22][CH2:23][CH2:24][OH:25])([CH3:3])[CH3:2]. The catalyst class is: 7.